This data is from Catalyst prediction with 721,799 reactions and 888 catalyst types from USPTO. The task is: Predict which catalyst facilitates the given reaction. Reactant: [Cl:1][C:2]1[C:10]([C:11]2[C:12]([CH3:25])=[N:13][N:14]([CH2:17][CH2:18][N:19]3[CH2:24][CH2:23][O:22][CH2:21][CH2:20]3)[C:15]=2[CH3:16])=[C:9]2[C:5]([C:6]([CH2:27][CH2:28][CH2:29][O:30][C:31]3[CH:36]=[C:35]([CH3:37])[C:34]([Cl:38])=[C:33]([CH3:39])[CH:32]=3)=[C:7]([CH3:26])[NH:8]2)=[CH:4][CH:3]=1.C1CCN2C(=NCCC2)CC1.[C:51]([O:55][CH3:56])(=[O:54])[CH:52]=[CH2:53]. Product: [Cl:1][C:2]1[C:10]([C:11]2[C:12]([CH3:25])=[N:13][N:14]([CH2:17][CH2:18][N:19]3[CH2:20][CH2:21][O:22][CH2:23][CH2:24]3)[C:15]=2[CH3:16])=[C:9]2[C:5]([C:6]([CH2:27][CH2:28][CH2:29][O:30][C:31]3[CH:32]=[C:33]([CH3:39])[C:34]([Cl:38])=[C:35]([CH3:37])[CH:36]=3)=[C:7]([CH3:26])[N:8]2[CH2:53][CH2:52][C:51]([O:55][CH3:56])=[O:54])=[CH:4][CH:3]=1. The catalyst class is: 23.